From a dataset of Catalyst prediction with 721,799 reactions and 888 catalyst types from USPTO. Predict which catalyst facilitates the given reaction. (1) Reactant: [Si:1]([O:18][CH2:19][CH2:20][N:21]1[CH2:26][CH2:25][CH2:24][N:23]([C:27]2[CH:32]=[CH:31][C:30]([N+:33]([O-])=O)=[CH:29][CH:28]=2)[C:22]1=[O:36])([C:14]([CH3:17])([CH3:16])[CH3:15])([C:8]1[CH:13]=[CH:12][CH:11]=[CH:10][CH:9]=1)[C:2]1[CH:7]=[CH:6][CH:5]=[CH:4][CH:3]=1. Product: [NH2:33][C:30]1[CH:31]=[CH:32][C:27]([N:23]2[CH2:24][CH2:25][CH2:26][N:21]([CH2:20][CH2:19][O:18][Si:1]([C:14]([CH3:16])([CH3:15])[CH3:17])([C:8]3[CH:9]=[CH:10][CH:11]=[CH:12][CH:13]=3)[C:2]3[CH:7]=[CH:6][CH:5]=[CH:4][CH:3]=3)[C:22]2=[O:36])=[CH:28][CH:29]=1. The catalyst class is: 123. (2) Reactant: [CH3:1][O:2][C:3](=[O:15])[C:4](=O)[CH2:5][C:6](=O)[C:7]1[CH:12]=[CH:11][CH:10]=[CH:9][CH:8]=1.[CH3:16][NH:17][NH2:18]. Product: [CH3:1][O:2][C:3]([C:4]1[CH:5]=[C:6]([C:7]2[CH:12]=[CH:11][CH:10]=[CH:9][CH:8]=2)[N:17]([CH3:16])[N:18]=1)=[O:15].[CH3:1][O:2][C:3]([C:4]1[N:17]([CH3:16])[N:18]=[C:6]([C:7]2[CH:12]=[CH:11][CH:10]=[CH:9][CH:8]=2)[CH:5]=1)=[O:15]. The catalyst class is: 52.